This data is from Forward reaction prediction with 1.9M reactions from USPTO patents (1976-2016). The task is: Predict the product of the given reaction. Given the reactants [CH2:1]([N:8]1[CH:13]([CH2:14][O:15][Si:16]([C:19]([CH3:22])([CH3:21])[CH3:20])([CH3:18])[CH3:17])[CH2:12][O:11][C:10]([CH2:24][CH2:25][OH:26])([CH3:23])[C:9]1=[O:27])[C:2]1[CH:7]=[CH:6][CH:5]=[CH:4][CH:3]=1.N1C=CN=C1.[Si:33](Cl)([C:46]([CH3:49])([CH3:48])[CH3:47])([C:40]1[CH:45]=[CH:44][CH:43]=[CH:42][CH:41]=1)[C:34]1[CH:39]=[CH:38][CH:37]=[CH:36][CH:35]=1, predict the reaction product. The product is: [CH2:1]([N:8]1[CH:13]([CH2:14][O:15][Si:16]([C:19]([CH3:20])([CH3:21])[CH3:22])([CH3:18])[CH3:17])[CH2:12][O:11][C:10]([CH2:24][CH2:25][O:26][Si:33]([C:46]([CH3:49])([CH3:48])[CH3:47])([C:40]2[CH:41]=[CH:42][CH:43]=[CH:44][CH:45]=2)[C:34]2[CH:39]=[CH:38][CH:37]=[CH:36][CH:35]=2)([CH3:23])[C:9]1=[O:27])[C:2]1[CH:3]=[CH:4][CH:5]=[CH:6][CH:7]=1.